Dataset: Forward reaction prediction with 1.9M reactions from USPTO patents (1976-2016). Task: Predict the product of the given reaction. (1) Given the reactants C(OC([N:8]1[CH2:13][CH2:12][CH2:11][CH:10]([NH:14][C:15]([C:17]2[CH:41]=[CH:40][C:20]3[N:21]([CH3:39])[C:22]([NH:24][C:25]4[S:26][C:27]5[CH:33]=[C:32]([O:34][C:35]([F:38])([F:37])[F:36])[CH:31]=[CH:30][C:28]=5[N:29]=4)=[N:23][C:19]=3[CH:18]=2)=[O:16])[CH2:9]1)=O)(C)(C)C.[ClH:42], predict the reaction product. The product is: [ClH:42].[NH:8]1[CH2:13][CH2:12][CH2:11][CH:10]([NH:14][C:15]([C:17]2[CH:41]=[CH:40][C:20]3[N:21]([CH3:39])[C:22]([NH:24][C:25]4[S:26][C:27]5[CH:33]=[C:32]([O:34][C:35]([F:36])([F:38])[F:37])[CH:31]=[CH:30][C:28]=5[N:29]=4)=[N:23][C:19]=3[CH:18]=2)=[O:16])[CH2:9]1. (2) Given the reactants [I-].C([N+:9]1(C)[CH2:14][CH2:13][C:12](=[O:15])[CH:11]([C:16]2[CH:21]=[CH:20][CH:19]=[CH:18][C:17]=2[CH3:22])[CH2:10]1)C1C=CC=CC=1.[CH3:24][O:25][C:26]1[CH:27]=[C:28]([CH:30]=[C:31]([O:35][CH3:36])[C:32]=1[O:33][CH3:34])N.C(=O)([O-])[O-].[K+].[K+], predict the reaction product. The product is: [C:17]1([CH3:22])[CH:18]=[CH:19][CH:20]=[CH:21][C:16]=1[CH:11]1[C:12](=[O:15])[CH2:13][CH2:14][N:9]([C:28]2[CH:30]=[C:31]([O:35][CH3:36])[C:32]([O:33][CH3:34])=[C:26]([O:25][CH3:24])[CH:27]=2)[CH2:10]1. (3) The product is: [CH2:16]([N:6]([CH2:16][C:17]1[CH:22]=[CH:21][CH:20]=[CH:19][CH:18]=1)[C:5]1[CH:7]=[CH:8][C:2]([Br:1])=[C:3]([F:9])[CH:4]=1)[C:17]1[CH:22]=[CH:21][CH:20]=[CH:19][CH:18]=1. Given the reactants [Br:1][C:2]1[CH:8]=[CH:7][C:5]([NH2:6])=[CH:4][C:3]=1[F:9].C([O-])([O-])=O.[K+].[K+].[CH2:16](Br)[C:17]1[CH:22]=[CH:21][CH:20]=[CH:19][CH:18]=1, predict the reaction product.